Dataset: Forward reaction prediction with 1.9M reactions from USPTO patents (1976-2016). Task: Predict the product of the given reaction. (1) The product is: [Br:13][C:14]1[S:18][C:17]2=[N:19][C:20]([C:22]([NH:7][C:6]3[CH:8]=[CH:9][CH:10]=[C:4]([O:3][C:2]([F:11])([F:12])[F:1])[CH:5]=3)=[O:23])=[CH:21][N:16]2[CH:15]=1. Given the reactants [F:1][C:2]([F:12])([F:11])[O:3][C:4]1[CH:5]=[C:6]([CH:8]=[CH:9][CH:10]=1)[NH2:7].[Br:13][C:14]1[S:18][C:17]2=[N:19][C:20]([C:22](O)=[O:23])=[CH:21][N:16]2[CH:15]=1, predict the reaction product. (2) Given the reactants C(=O)([O-])[O-].[K+].[K+].[I-].[K+].[CH3:9][O:10][C:11]1[CH:12]=[C:13]([CH:15]=[CH:16][C:17]=1[O:18][CH3:19])[NH2:14].Br[CH2:21][C:22]1[CH:27]=[CH:26][CH:25]=[CH:24][C:23]=1[C:28]1[CH:33]=[CH:32][CH:31]=[CH:30][CH:29]=1, predict the reaction product. The product is: [C:23]1([C:28]2[CH:29]=[CH:30][CH:31]=[CH:32][CH:33]=2)[CH:24]=[CH:25][CH:26]=[CH:27][C:22]=1[CH2:21][NH:14][C:13]1[CH:15]=[CH:16][C:17]([O:18][CH3:19])=[C:11]([O:10][CH3:9])[CH:12]=1. (3) The product is: [CH3:38][O:37][C:34]1[CH:33]=[CH:32][C:31]([CH2:30][N:8]([CH2:7][C:6]2[CH:5]=[CH:4][C:3]([O:2][CH3:1])=[CH:40][CH:39]=2)[C:9]2[N:10]=[CH:11][C:12]([C:15]3[C:16]4[CH2:29][CH2:28][N:27]([C:42]5[CH:47]=[CH:46][N:45]=[C:44]([C:48]([N:50]6[CH2:51][CH2:52][N:53]([CH3:56])[CH2:54][CH2:55]6)=[O:49])[CH:43]=5)[C:17]=4[N:18]=[C:19]([N:21]4[CH2:26][CH2:25][O:24][CH2:23][CH2:22]4)[N:20]=3)=[CH:13][N:14]=2)=[CH:36][CH:35]=1. Given the reactants [CH3:1][O:2][C:3]1[CH:40]=[CH:39][C:6]([CH2:7][N:8]([CH2:30][C:31]2[CH:36]=[CH:35][C:34]([O:37][CH3:38])=[CH:33][CH:32]=2)[C:9]2[N:14]=[CH:13][C:12]([C:15]3[C:16]4[CH2:29][CH2:28][NH:27][C:17]=4[N:18]=[C:19]([N:21]4[CH2:26][CH2:25][O:24][CH2:23][CH2:22]4)[N:20]=3)=[CH:11][N:10]=2)=[CH:5][CH:4]=1.Cl[C:42]1[CH:47]=[CH:46][N:45]=[C:44]([C:48]([N:50]2[CH2:55][CH2:54][N:53]([CH3:56])[CH2:52][CH2:51]2)=[O:49])[CH:43]=1, predict the reaction product.